This data is from NCI-60 drug combinations with 297,098 pairs across 59 cell lines. The task is: Regression. Given two drug SMILES strings and cell line genomic features, predict the synergy score measuring deviation from expected non-interaction effect. (1) Drug 1: CC1=C(C=C(C=C1)NC2=NC=CC(=N2)N(C)C3=CC4=NN(C(=C4C=C3)C)C)S(=O)(=O)N.Cl. Drug 2: C(CC(=O)O)C(=O)CN.Cl. Cell line: HCT116. Synergy scores: CSS=-2.45, Synergy_ZIP=-0.724, Synergy_Bliss=-7.46, Synergy_Loewe=-8.25, Synergy_HSA=-8.35. (2) Drug 1: C1C(C(OC1N2C=NC(=NC2=O)N)CO)O. Drug 2: CC12CCC3C(C1CCC2OP(=O)(O)O)CCC4=C3C=CC(=C4)OC(=O)N(CCCl)CCCl.[Na+]. Cell line: UACC-257. Synergy scores: CSS=6.36, Synergy_ZIP=-1.26, Synergy_Bliss=-0.847, Synergy_Loewe=-0.260, Synergy_HSA=-1.20. (3) Drug 1: CC1=C(C(=O)C2=C(C1=O)N3CC4C(C3(C2COC(=O)N)OC)N4)N. Drug 2: COC1=C2C(=CC3=C1OC=C3)C=CC(=O)O2. Cell line: HOP-62. Synergy scores: CSS=36.3, Synergy_ZIP=3.35, Synergy_Bliss=4.25, Synergy_Loewe=-13.3, Synergy_HSA=0.348.